Predict which catalyst facilitates the given reaction. From a dataset of Catalyst prediction with 721,799 reactions and 888 catalyst types from USPTO. (1) Reactant: Cl[C:2]1[C:7]([N+:8]([O-:10])=[O:9])=[CH:6][CH:5]=[C:4]([Cl:11])[N:3]=1.C(N(CC)CC)C.[NH2:19][C:20]1[CH:25]=[CH:24][C:23]([OH:26])=[CH:22][CH:21]=1. Product: [OH:26][C:23]1[CH:24]=[CH:25][C:20]([NH:19][C:2]2[C:7]([N+:8]([O-:10])=[O:9])=[CH:6][CH:5]=[C:4]([Cl:11])[N:3]=2)=[CH:21][CH:22]=1. The catalyst class is: 5. (2) Product: [C:14]([C:10]1[N:11]=[C:12]([Cl:13])[C:7]2[N:8]([C:25](=[O:26])[NH:5][N:6]=2)[C:9]=1[C:18]1[CH:23]=[CH:22][CH:21]=[CH:20][C:19]=1[CH3:24])([CH3:17])([CH3:15])[CH3:16]. Reactant: C([N:5]1[C:25](=[O:26])[N:8]2[C:9]([C:18]3[CH:23]=[CH:22][CH:21]=[CH:20][C:19]=3[CH3:24])=[C:10]([C:14]([CH3:17])([CH3:16])[CH3:15])[N:11]=[C:12]([Cl:13])[C:7]2=[N:6]1)(C)(C)C.[Cl-].[Cl-].[Cl-].[Al+3]. The catalyst class is: 68.